This data is from Full USPTO retrosynthesis dataset with 1.9M reactions from patents (1976-2016). The task is: Predict the reactants needed to synthesize the given product. (1) The reactants are: Br[C:2]1[CH:3]=[C:4]2[C:12](=[CH:13][CH:14]=1)[N:11]([C:15]1[CH:20]=[CH:19][CH:18]=[CH:17][CH:16]=1)[C:10]1[CH:9]=[C:8]3[C:21]([CH3:29])([CH3:28])[C:22]4[C:27]([C:7]3=[CH:6][C:5]2=1)=[CH:26][CH:25]=[CH:24][CH:23]=4.[NH2:30][C:31]1[CH:36]=[CH:35][C:34]([C:37]2[CH:42]=[CH:41][CH:40]=[CH:39][CH:38]=2)=[CH:33][CH:32]=1.N#N.CC([O-])(C)C.[Na+]. Given the product [C:34]1([C:37]2[CH:42]=[CH:41][CH:40]=[CH:39][CH:38]=2)[CH:33]=[CH:32][C:31]([NH:30][C:2]2[CH:3]=[C:4]3[C:12](=[CH:13][CH:14]=2)[N:11]([C:15]2[CH:20]=[CH:19][CH:18]=[CH:17][CH:16]=2)[C:10]2[CH:9]=[C:8]4[C:21]([CH3:29])([CH3:28])[C:22]5[C:27]([C:7]4=[CH:6][C:5]3=2)=[CH:26][CH:25]=[CH:24][CH:23]=5)=[CH:36][CH:35]=1, predict the reactants needed to synthesize it. (2) Given the product [NH2:18][C:15]1[CH:16]=[CH:17][C:12]([F:11])=[CH:13][C:14]=1[NH:26][C:27]1[N:35]=[C:34]2[C:30]([NH:31][C:32](=[O:47])[N:33]2[C@H:36]2[C:45]3[C:40](=[C:41]([F:46])[CH:42]=[CH:43][CH:44]=3)[O:39][CH2:38][CH2:37]2)=[CH:29][N:28]=1, predict the reactants needed to synthesize it. The reactants are: C(O)(C(F)(F)F)=O.C(Cl)Cl.[F:11][C:12]1[CH:17]=[CH:16][C:15]([NH:18]C(=O)OC(C)(C)C)=[C:14]([NH:26][C:27]2[N:35]=[C:34]3[C:30]([NH:31][C:32](=[O:47])[N:33]3[C@H:36]3[C:45]4[C:40](=[C:41]([F:46])[CH:42]=[CH:43][CH:44]=4)[O:39][CH2:38][CH2:37]3)=[CH:29][N:28]=2)[CH:13]=1. (3) The reactants are: [Cl:1][C:2]1[CH:7]=[CH:6][C:5]([S:8][C:9]2[CH:14]=[CH:13][CH:12]=[CH:11][C:10]=2[CH:15]=[CH:16][C:17]([OH:19])=O)=[CH:4][CH:3]=1.[NH2:20][CH:21]1[CH2:26][CH2:25][CH:24]([OH:27])[CH2:23][CH2:22]1. Given the product [Cl:1][C:2]1[CH:3]=[CH:4][C:5]([S:8][C:9]2[CH:14]=[CH:13][CH:12]=[CH:11][C:10]=2/[CH:15]=[CH:16]/[C:17]([NH:20][CH:21]2[CH2:26][CH2:25][CH:24]([OH:27])[CH2:23][CH2:22]2)=[O:19])=[CH:6][CH:7]=1, predict the reactants needed to synthesize it. (4) Given the product [F:28][CH:27]([F:29])[O:26][C:23]1[CH:24]=[CH:25][C:20]([C:9]#[C:8][C:5]2[CH:6]=[CH:7][C:2]([F:1])=[C:3]([O:14][CH2:15][CH2:16][CH2:17][F:18])[CH:4]=2)=[CH:21][C:22]=1[CH2:30][CH3:31], predict the reactants needed to synthesize it. The reactants are: [F:1][C:2]1[CH:7]=[CH:6][C:5]([C:8]#[C:9][Si](C)(C)C)=[CH:4][C:3]=1[O:14][CH2:15][CH2:16][CH2:17][F:18].Br[C:20]1[CH:25]=[CH:24][C:23]([O:26][CH:27]([F:29])[F:28])=[C:22]([CH2:30][CH3:31])[CH:21]=1. (5) Given the product [CH3:1][C:2]1[CH:6]=[C:5]([NH:7][S:8]([C:11]2[CH:16]=[CH:15][C:14]([C:22]3[CH:23]=[CH:24][C:19]([CH3:18])=[CH:20][CH:21]=3)=[CH:13][CH:12]=2)(=[O:10])=[O:9])[O:4][N:3]=1, predict the reactants needed to synthesize it. The reactants are: [CH3:1][C:2]1[CH:6]=[C:5]([NH:7][S:8]([C:11]2[CH:16]=[CH:15][C:14](Br)=[CH:13][CH:12]=2)(=[O:10])=[O:9])[O:4][N:3]=1.[CH3:18][C:19]1[CH:24]=[CH:23][C:22](B(O)O)=[CH:21][CH:20]=1.